From a dataset of Reaction yield outcomes from USPTO patents with 853,638 reactions. Predict the reaction yield, written as a fraction of the theoretical maximum amount of product (1.0 means a 100% yield; for example, 0.34 means a 34% yield). The reactants are [Cl:1][C:2]1[CH:7]=[CH:6][C:5]([CH:8]2[C:12]3[N:13]([CH:22]([CH3:24])[CH3:23])[C:14]([CH:16]4[CH2:21][CH2:20][O:19][CH2:18][CH2:17]4)=[N:15][C:11]=3[C:10](=[O:25])[NH:9]2)=[CH:4][CH:3]=1.Cl[C:27]1[CH:28]=[C:29]([CH3:37])[C:30]2[N:31]([C:33]([CH3:36])=[N:34][N:35]=2)[N:32]=1.CC1(C)C2C(=C(P(C3C=CC=CC=3)C3C=CC=CC=3)C=CC=2)OC2C(P(C3C=CC=CC=3)C3C=CC=CC=3)=CC=CC1=2.C([O-])([O-])=O.[Cs+].[Cs+]. The catalyst is O1CCOCC1.C1C=CC(/C=C/C(/C=C/C2C=CC=CC=2)=O)=CC=1.C1C=CC(/C=C/C(/C=C/C2C=CC=CC=2)=O)=CC=1.C1C=CC(/C=C/C(/C=C/C2C=CC=CC=2)=O)=CC=1.[Pd].[Pd]. The product is [Cl:1][C:2]1[CH:3]=[CH:4][C:5]([CH:8]2[C:12]3[N:13]([CH:22]([CH3:23])[CH3:24])[C:14]([CH:16]4[CH2:17][CH2:18][O:19][CH2:20][CH2:21]4)=[N:15][C:11]=3[C:10](=[O:25])[N:9]2[C:27]2[CH:28]=[C:29]([CH3:37])[C:30]3[N:31]([C:33]([CH3:36])=[N:34][N:35]=3)[N:32]=2)=[CH:6][CH:7]=1. The yield is 0.210.